From a dataset of Catalyst prediction with 721,799 reactions and 888 catalyst types from USPTO. Predict which catalyst facilitates the given reaction. (1) Reactant: [Cl:1][C:2]1[CH:3]=[CH:4][C:5]([N:12]2[C:17](=[O:18])[C:16]3[CH:19]=[C:20]([CH2:22][CH3:23])[S:21][C:15]=3[N:14]([CH2:24][C:25]3[CH:30]=[CH:29][C:28]([C:31]4[CH:36]=[CH:35][CH:34]=[CH:33][C:32]=4[C:37]4[NH:41][C:40](=[O:42])[O:39][N:38]=4)=[CH:27][CH:26]=3)[C:13]2=[O:43])=[C:6]([CH:11]=1)[C:7]([O:9]C)=[O:8].[OH-].[Na+]. Product: [Cl:1][C:2]1[CH:3]=[CH:4][C:5]([N:12]2[C:17](=[O:18])[C:16]3[CH:19]=[C:20]([CH2:22][CH3:23])[S:21][C:15]=3[N:14]([CH2:24][C:25]3[CH:26]=[CH:27][C:28]([C:31]4[CH:36]=[CH:35][CH:34]=[CH:33][C:32]=4[C:37]4[NH:41][C:40](=[O:42])[O:39][N:38]=4)=[CH:29][CH:30]=3)[C:13]2=[O:43])=[C:6]([CH:11]=1)[C:7]([OH:9])=[O:8]. The catalyst class is: 7. (2) Reactant: [Br:1][C:2]1[CH:19]=[CH:18][C:17]([Br:20])=[CH:16][C:3]=1[C:4](/[C:6](=[CH:12]/N(C)C)/[C:7]([O:9][CH2:10][CH3:11])=[O:8])=[O:5].[NH2:21][C@@H:22]([CH:25]([CH3:27])[CH3:26])[CH2:23][OH:24]. Product: [Br:1][C:2]1[CH:19]=[CH:18][C:17]([Br:20])=[CH:16][C:3]=1[C:4]([C:6](=[CH:12][NH:21][C@@H:22]([CH:25]([CH3:27])[CH3:26])[CH2:23][OH:24])[C:7]([O:9][CH2:10][CH3:11])=[O:8])=[O:5]. The catalyst class is: 49. (3) Reactant: CC(C)(C)C(OC[N:7]1[CH:11]=[CH:10][N:9]=[C:8]1[C@H:12]1[C@H:21]2[CH2:22][CH2:23][N:24]([C:25]([C@H:27]3[CH2:32][C:31]([F:34])([F:33])[CH2:30][CH2:29][C@H:28]3[NH:35][C:36]([C:38]3[CH:43]=[CH:42][C:41]([N:44]4[CH:48]=[CH:47][C:46]([CH3:49])=[N:45]4)=[CH:40][CH:39]=3)=[O:37])=[O:26])[C@H:20]2[C:19]2[CH:18]=[CH:17][CH:16]=[CH:15][C:14]=2[NH:13]1)=O.N. Product: [F:34][C:31]1([F:33])[CH2:30][CH2:29][C@@H:28]([NH:35][C:36](=[O:37])[C:38]2[CH:39]=[CH:40][C:41]([N:44]3[CH:48]=[CH:47][C:46]([CH3:49])=[N:45]3)=[CH:42][CH:43]=2)[C@@H:27]([C:25]([N:24]2[C@@H:20]3[C@@H:21]([C@H:12]([C:8]4[NH:9][CH:10]=[CH:11][N:7]=4)[NH:13][C:14]4[CH:15]=[CH:16][CH:17]=[CH:18][C:19]=43)[CH2:22][CH2:23]2)=[O:26])[CH2:32]1. The catalyst class is: 5. (4) Reactant: [N:1]1[CH:6]=[CH:5][C:4]([CH2:7][OH:8])=[CH:3][CH:2]=1.C(P(CCCC)CCCC)CCC.CN(C)C(N=NC(N(C)C)=O)=O.[CH3:34][O:35][C:36]1[C:37]([CH3:60])=[C:38]([C:51]([O:58][CH3:59])=[C:52]([O:56][CH3:57])[C:53]=1[O:54][CH3:55])[CH2:39][C:40]1[CH:41]=[CH:42][C:43](O)=[C:44]([CH:49]=1)[C:45]([O:47][CH3:48])=[O:46].[OH-].[Na+]. Product: [CH3:34][O:35][C:36]1[C:37]([CH3:60])=[C:38]([C:51]([O:58][CH3:59])=[C:52]([O:56][CH3:57])[C:53]=1[O:54][CH3:55])[CH2:39][C:40]1[CH:41]=[CH:42][C:43]([O:8][CH2:7][C:4]2[CH:5]=[CH:6][N:1]=[CH:2][CH:3]=2)=[C:44]([CH:49]=1)[C:45]([O:47][CH3:48])=[O:46]. The catalyst class is: 48.